This data is from Full USPTO retrosynthesis dataset with 1.9M reactions from patents (1976-2016). The task is: Predict the reactants needed to synthesize the given product. (1) Given the product [F:6][C:7]1[CH:8]=[CH:9][C:10]([C:13]2[C:20]([C:21]3[CH:22]=[CH:23][C:24]([S:2]([CH3:39])(=[O:5])=[O:3])=[CH:25][CH:26]=3)=[C:19]3[N:15]([C:14]=2[CH3:27])[CH2:16][CH2:17][CH2:18]3)=[CH:11][CH:12]=1, predict the reactants needed to synthesize it. The reactants are: Cl[S:2]([OH:5])(=O)=[O:3].[F:6][C:7]1[CH:12]=[CH:11][C:10]([C:13]2[C:20]([C:21]3[CH:26]=[CH:25][CH:24]=[CH:23][CH:22]=3)=[C:19]3[N:15]([CH2:16][CH2:17][CH2:18]3)[C:14]=2[CH3:27])=[CH:9][CH:8]=1.S(Cl)(Cl)(=O)=O.[O-]S([O-])=O.[Na+].[Na+].[C:39]([O-])(O)=O.[Na+].CI. (2) Given the product [F:20][CH:11]([F:10])[C:12]1[C:13]([C:14]([OH:16])=[O:15])=[CH:8][C:7]2[C:2](=[N:3][CH:4]=[CH:5][CH:6]=2)[N:1]=1, predict the reactants needed to synthesize it. The reactants are: [NH2:1][C:2]1[C:7]([CH:8]=O)=[CH:6][CH:5]=[CH:4][N:3]=1.[F:10][CH:11]([F:20])[C:12](=O)[CH2:13][C:14]([O:16]CC)=[O:15].N1CCCCC1.O.[OH-].[Li+]. (3) Given the product [C:1]([C:5]1[CH:6]=[C:7]([NH:28][C:29]([NH:31][C@@H:32]2[C:41]3[C:36](=[CH:37][CH:38]=[CH:39][CH:40]=3)[C@H:35]([O:42][C:43]3[CH:44]=[CH:45][C:46]4[N:47]([C:49]([N:52]5[CH2:58][CH2:57][CH2:56][O:55][CH2:54][CH2:53]5)=[N:50][N:51]=4)[CH:48]=3)[CH2:34][CH2:33]2)=[O:30])[N:8]([C:10]2[CH:15]=[CH:14][C:13]([Cl:16])=[C:12]([OH:17])[CH:11]=2)[N:9]=1)([CH3:4])([CH3:2])[CH3:3], predict the reactants needed to synthesize it. The reactants are: [C:1]([C:5]1[CH:6]=[C:7]([NH:28][C:29]([NH:31][C@@H:32]2[C:41]3[C:36](=[CH:37][CH:38]=[CH:39][CH:40]=3)[C@H:35]([O:42][C:43]3[CH:44]=[CH:45][C:46]4[N:47]([C:49]([N:52]5[CH2:58][CH2:57][CH2:56][O:55][CH2:54][CH2:53]5)=[N:50][N:51]=4)[CH:48]=3)[CH2:34][CH2:33]2)=[O:30])[N:8]([C:10]2[CH:15]=[CH:14][C:13]([Cl:16])=[C:12]([O:17][Si](C(C)C)(C(C)C)C(C)C)[CH:11]=2)[N:9]=1)([CH3:4])([CH3:3])[CH3:2].CCCC[N+](CCCC)(CCCC)CCCC.[F-]. (4) Given the product [CH3:1][N:2]1[C:6]([C:7]2[CH:16]=[CH:15][CH:14]=[CH:13][C:8]=2[C:9]([OH:11])=[O:10])=[C:5]([CH3:17])[CH:4]=[N:3]1, predict the reactants needed to synthesize it. The reactants are: [CH3:1][N:2]1[C:6]([C:7]2[CH:16]=[CH:15][CH:14]=[CH:13][C:8]=2[C:9]([O:11]C)=[O:10])=[C:5]([CH3:17])[CH:4]=[N:3]1.[Li+].[OH-].